From a dataset of Reaction yield outcomes from USPTO patents with 853,638 reactions. Predict the reaction yield, written as a fraction of the theoretical maximum amount of product (1.0 means a 100% yield; for example, 0.34 means a 34% yield). (1) The reactants are [CH2:1]([C:3]1[NH:12][C:11](=[O:13])[C:10]2[C:5](=[CH:6][CH:7]=[CH:8][CH:9]=2)[N:4]=1)[CH3:2].Br[CH2:15][CH2:16][O:17][C:18]1[CH:23]=[CH:22][C:21]([N+:24]([O-:26])=[O:25])=[CH:20][CH:19]=1.C([O-])([O-])=O.[K+].[K+]. No catalyst specified. The product is [CH2:1]([C:3]1[N:12]([CH2:15][CH2:16][O:17][C:18]2[CH:19]=[CH:20][C:21]([N+:24]([O-:26])=[O:25])=[CH:22][CH:23]=2)[C:11](=[O:13])[C:10]2[C:5](=[CH:6][CH:7]=[CH:8][CH:9]=2)[N:4]=1)[CH3:2]. The yield is 0.640. (2) The reactants are Cl[CH2:2][C:3]1[N:4]=[C:5]([C:9]2[CH:18]=[CH:17][C:12]([C:13]([O:15][CH3:16])=[O:14])=[CH:11][CH:10]=2)[O:6][C:7]=1[CH3:8].[N:19]1([CH2:25][C:26]2[CH:31]=[CH:30][C:29]([S:32]([O-:34])=[O:33])=[CH:28][CH:27]=2)[CH2:24][CH2:23][CH2:22][CH2:21][CH2:20]1.[Li+].C(=O)([O-])[O-].[K+].[K+].O. The catalyst is CN(C)C=O. The product is [CH3:8][C:7]1[O:6][C:5]([C:9]2[CH:18]=[CH:17][C:12]([C:13]([O:15][CH3:16])=[O:14])=[CH:11][CH:10]=2)=[N:4][C:3]=1[CH2:2][S:32]([C:29]1[CH:28]=[CH:27][C:26]([CH2:25][N:19]2[CH2:24][CH2:23][CH2:22][CH2:21][CH2:20]2)=[CH:31][CH:30]=1)(=[O:33])=[O:34]. The yield is 0.530.